From a dataset of Forward reaction prediction with 1.9M reactions from USPTO patents (1976-2016). Predict the product of the given reaction. (1) Given the reactants C([O:3][C:4](=[O:40])[CH2:5][NH:6][CH2:7][C:8]([C:10]1[CH:19]=[CH:18][C:17]2[C:12](=[CH:13][CH:14]=[C:15]([C:20]([C:25]3[CH:30]=[CH:29][C:28]([O:31][CH2:32][C:33](=[O:38])[C:34]([CH3:37])([CH3:36])[CH3:35])=[C:27]([CH3:39])[CH:26]=3)([CH2:23][CH3:24])[CH2:21][CH3:22])[CH:16]=2)[CH:11]=1)=[O:9])C.[OH-].[Na+].Cl, predict the reaction product. The product is: [CH3:37][C:34]([CH3:35])([CH3:36])[C:33](=[O:38])[CH2:32][O:31][C:28]1[CH:29]=[CH:30][C:25]([C:20]([C:15]2[CH:16]=[C:17]3[C:12](=[CH:13][CH:14]=2)[CH:11]=[C:10]([C:8]([CH2:7][NH:6][CH2:5][C:4]([OH:40])=[O:3])=[O:9])[CH:19]=[CH:18]3)([CH2:23][CH3:24])[CH2:21][CH3:22])=[CH:26][C:27]=1[CH3:39]. (2) Given the reactants C(=O)([O-])[O-].[Cs+].[Cs+].C1C=CC(P(C2C(C3C(P(C4C=CC=CC=4)C4C=CC=CC=4)=CC=C4C=3C=CC=C4)=C3C(C=CC=C3)=CC=2)C2C=CC=CC=2)=CC=1.[CH2:53]([O:55][C:56]([C:58]1[O:59][C:60]2[CH:66]=[CH:65][C:64](Br)=[C:63]([CH3:68])[C:61]=2[CH:62]=1)=[O:57])[CH3:54].[C:69]([O:73][C:74]([N:76]1[CH2:81][CH2:80][NH:79][CH2:78][CH2:77]1)=[O:75])([CH3:72])([CH3:71])[CH3:70], predict the reaction product. The product is: [C:69]([O:73][C:74]([N:76]1[CH2:81][CH2:80][N:79]([C:64]2[CH:65]=[CH:66][C:60]3[O:59][C:58]([C:56]([O:55][CH2:53][CH3:54])=[O:57])=[CH:62][C:61]=3[C:63]=2[CH3:68])[CH2:78][CH2:77]1)=[O:75])([CH3:72])([CH3:70])[CH3:71]. (3) Given the reactants N[C:2]1[C:3]([C:11]([O:13][CH3:14])=[O:12])=[N:4][C:5]([CH:8]2[CH2:10][CH2:9]2)=[CH:6][N:7]=1.[Br:15]C(Br)C.N(OCCC(C)C)=O.C[Si](C)(C)Br.C([O-])(O)=O.[Na+], predict the reaction product. The product is: [Br:15][C:2]1[C:3]([C:11]([O:13][CH3:14])=[O:12])=[N:4][C:5]([CH:8]2[CH2:10][CH2:9]2)=[CH:6][N:7]=1. (4) Given the reactants [F:1][C:2]([F:45])([F:44])[C:3]1[CH:4]=[C:5]([C:13]([CH3:43])([CH3:42])[C:14]([N:16]([CH3:41])[C:17]2[C:18]([C:33]3[CH:38]=[CH:37][C:36]([F:39])=[CH:35][C:34]=3[CH3:40])=[CH:19][C:20]([N:23]3[CH2:28][CH2:27][CH:26]([S:29](O)(=[O:31])=[O:30])[CH2:25][CH2:24]3)=[N:21][CH:22]=2)=[O:15])[CH:6]=[C:7]([C:9]([F:12])([F:11])[F:10])[CH:8]=1.C(Cl)(=O)C(Cl)=O.[CH3:52][NH:53][CH3:54], predict the reaction product. The product is: [F:12][C:9]([F:10])([F:11])[C:7]1[CH:6]=[C:5]([C:13]([CH3:43])([CH3:42])[C:14]([N:16]([C:17]2[C:18]([C:33]3[CH:38]=[CH:37][C:36]([F:39])=[CH:35][C:34]=3[CH3:40])=[CH:19][C:20]([N:23]3[CH2:28][CH2:27][CH:26]([S:29](=[O:31])(=[O:30])[N:53]([CH3:54])[CH3:52])[CH2:25][CH2:24]3)=[N:21][CH:22]=2)[CH3:41])=[O:15])[CH:4]=[C:3]([C:2]([F:45])([F:1])[F:44])[CH:8]=1.